From a dataset of Full USPTO retrosynthesis dataset with 1.9M reactions from patents (1976-2016). Predict the reactants needed to synthesize the given product. (1) Given the product [CH:9]1[N:8]=[C:2]([C:3]([O:5][CH2:6][CH3:7])=[O:4])[N:11]2[CH:12]=[CH:13][CH:14]=[CH:15][C:10]=12, predict the reactants needed to synthesize it. The reactants are: O=[C:2]([NH:8][CH2:9][C:10]1[CH:15]=[CH:14][CH:13]=[CH:12][N:11]=1)[C:3]([O:5][CH2:6][CH3:7])=[O:4]. (2) Given the product [Cl:48][C:40]1[CH:39]=[C:38]([C:36]2[O:35][N:34]=[C:33]([C:28]3[CH:29]=[CH:30][CH:31]=[C:32]4[C:27]=3[N:26]([CH3:49])[CH:25]=[C:24]4[CH2:23][CH2:22][CH2:21][O:1][CH2:2][C:3]([O:5][CH2:6][CH3:7])=[O:4])[N:37]=2)[CH:43]=[CH:42][C:41]=1[O:44][CH:45]([CH3:46])[CH3:47], predict the reactants needed to synthesize it. The reactants are: [OH:1][CH2:2][C:3]([O:5][CH2:6][CH3:7])=[O:4].[H-].[Na+].CC1C=CC(S(O[CH2:21][CH2:22][CH2:23][C:24]2[C:32]3[C:27](=[C:28]([C:33]4[N:37]=[C:36]([C:38]5[CH:43]=[CH:42][C:41]([O:44][CH:45]([CH3:47])[CH3:46])=[C:40]([Cl:48])[CH:39]=5)[O:35][N:34]=4)[CH:29]=[CH:30][CH:31]=3)[N:26]([CH3:49])[CH:25]=2)(=O)=O)=CC=1. (3) Given the product [CH2:1]([O:8][C:9]1[C:14]2[C:15]([O:18][CH2:19][CH2:20][CH:21]3[CH2:26][CH2:25][N:24]([CH2:27][O:37][CH2:35][CH3:36])[CH2:23][CH2:22]3)=[N:16][O:17][C:13]=2[CH:12]=[CH:11][CH:10]=1)[C:2]1[CH:3]=[CH:4][CH:5]=[CH:6][CH:7]=1, predict the reactants needed to synthesize it. The reactants are: [CH2:1]([O:8][C:9]1[C:14]2[C:15]([O:18][CH2:19][CH2:20][CH:21]3[CH2:26][CH2:25][NH:24][CH2:23][CH2:22]3)=[N:16][O:17][C:13]=2[CH:12]=[CH:11][CH:10]=1)[C:2]1[CH:7]=[CH:6][CH:5]=[CH:4][CH:3]=1.[C:27](=O)([O-])[O-].[K+].[K+].C=O.[CH2:35]([OH:37])[CH3:36]. (4) Given the product [Cl:23][C:22]1[C:17]([N:14]2[CH2:13][CH2:12][N:11]([C:8]3[NH:9][C:10]4[C:2]([C:35]5[CH:34]=[CH:33][CH:32]=[C:31]([C:30]([F:41])([F:40])[F:29])[CH:36]=5)=[CH:3][C:4]([C:25]([F:27])([F:26])[F:28])=[CH:5][C:6]=4[N:7]=3)[CH2:16][CH2:15]2)=[N:18][CH:19]=[C:20]([Cl:24])[CH:21]=1, predict the reactants needed to synthesize it. The reactants are: Br[C:2]1[C:10]2[N:9]=[C:8]([N:11]3[CH2:16][CH2:15][N:14]([C:17]4[C:22]([Cl:23])=[CH:21][C:20]([Cl:24])=[CH:19][N:18]=4)[CH2:13][CH2:12]3)[NH:7][C:6]=2[CH:5]=[C:4]([C:25]([F:28])([F:27])[F:26])[CH:3]=1.[F:29][C:30]([F:41])([F:40])[C:31]1[CH:32]=[C:33](B(O)O)[CH:34]=[CH:35][CH:36]=1. (5) Given the product [CH3:31][O:32][C:2](=[O:3])[NH:1][CH2:22][CH:17]1[CH2:18][CH2:19][CH2:20][CH2:21][CH:15]([N:10]2[C:11]3[CH:12]=[CH:13][CH:14]=[C:5]([Cl:4])[C:6]=3[C:7]3=[N:29][O:28][C:27]([CH3:30])=[C:8]3[C:9]2=[O:26])[CH2:16]1, predict the reactants needed to synthesize it. The reactants are: [N-:1]=[C:2]=[O:3].[Cl:4][C:5]1[C:6]2[C:7]3[C:8](=[C:27]([CH3:30])[O:28][N:29]=3)[C:9](=[O:26])[N:10]([CH:15]3[CH2:21][CH2:20][CH2:19][CH2:18][CH:17]([CH2:22]C(O)=O)[CH2:16]3)[C:11]=2[CH:12]=[CH:13][CH:14]=1.[CH3:31][OH:32].